Dataset: Forward reaction prediction with 1.9M reactions from USPTO patents (1976-2016). Task: Predict the product of the given reaction. Given the reactants [CH2:1]([O:3][C:4](=[O:25])[CH2:5][O:6][C:7]1[CH:12]=[CH:11][C:10]([C:13](=[O:23])[CH2:14][NH:15][C:16]([O:18][C:19]([CH3:22])([CH3:21])[CH3:20])=[O:17])=[C:9]([OH:24])[CH:8]=1)[CH3:2].[C:26]([O-])([O-])=O.[K+].[K+].CI.[F-].[K+], predict the reaction product. The product is: [CH2:1]([O:3][C:4](=[O:25])[CH2:5][O:6][C:7]1[CH:12]=[CH:11][C:10]([C:13](=[O:23])[CH2:14][NH:15][C:16]([O:18][C:19]([CH3:21])([CH3:20])[CH3:22])=[O:17])=[C:9]([O:24][CH3:26])[CH:8]=1)[CH3:2].